From a dataset of NCI-60 drug combinations with 297,098 pairs across 59 cell lines. Regression. Given two drug SMILES strings and cell line genomic features, predict the synergy score measuring deviation from expected non-interaction effect. (1) Drug 1: C1=CC(=CC=C1C#N)C(C2=CC=C(C=C2)C#N)N3C=NC=N3. Drug 2: CC(C)NC(=O)C1=CC=C(C=C1)CNNC.Cl. Cell line: HL-60(TB). Synergy scores: CSS=3.76, Synergy_ZIP=-1.54, Synergy_Bliss=-1.30, Synergy_Loewe=-0.0880, Synergy_HSA=-0.933. (2) Drug 1: COC1=CC(=CC(=C1O)OC)C2C3C(COC3=O)C(C4=CC5=C(C=C24)OCO5)OC6C(C(C7C(O6)COC(O7)C8=CC=CS8)O)O. Drug 2: CCCCCOC(=O)NC1=NC(=O)N(C=C1F)C2C(C(C(O2)C)O)O. Cell line: HL-60(TB). Synergy scores: CSS=53.0, Synergy_ZIP=0.556, Synergy_Bliss=0.330, Synergy_Loewe=-40.3, Synergy_HSA=0.269. (3) Drug 1: C1=CC(=CC=C1CCC2=CNC3=C2C(=O)NC(=N3)N)C(=O)NC(CCC(=O)O)C(=O)O. Drug 2: CC1=C(C(CCC1)(C)C)C=CC(=CC=CC(=CC(=O)O)C)C. Cell line: OVCAR3. Synergy scores: CSS=24.8, Synergy_ZIP=2.41, Synergy_Bliss=0.612, Synergy_Loewe=-17.0, Synergy_HSA=-2.37. (4) Drug 1: CC(CN1CC(=O)NC(=O)C1)N2CC(=O)NC(=O)C2. Drug 2: B(C(CC(C)C)NC(=O)C(CC1=CC=CC=C1)NC(=O)C2=NC=CN=C2)(O)O. Cell line: M14. Synergy scores: CSS=9.85, Synergy_ZIP=-3.24, Synergy_Bliss=-0.842, Synergy_Loewe=-1.07, Synergy_HSA=-1.58. (5) Drug 1: C1CCN(CC1)CCOC2=CC=C(C=C2)C(=O)C3=C(SC4=C3C=CC(=C4)O)C5=CC=C(C=C5)O. Drug 2: CC1=C2C(C(=O)C3(C(CC4C(C3C(C(C2(C)C)(CC1OC(=O)C(C(C5=CC=CC=C5)NC(=O)OC(C)(C)C)O)O)OC(=O)C6=CC=CC=C6)(CO4)OC(=O)C)OC)C)OC. Cell line: A549. Synergy scores: CSS=54.7, Synergy_ZIP=6.33, Synergy_Bliss=5.27, Synergy_Loewe=-22.5, Synergy_HSA=4.42. (6) Drug 1: C1=CN(C(=O)N=C1N)C2C(C(C(O2)CO)O)O.Cl. Drug 2: C1C(C(OC1N2C=NC(=NC2=O)N)CO)O. Cell line: A498. Synergy scores: CSS=12.7, Synergy_ZIP=-5.78, Synergy_Bliss=1.22, Synergy_Loewe=-1.92, Synergy_HSA=1.65.